This data is from Reaction yield outcomes from USPTO patents with 853,638 reactions. The task is: Predict the reaction yield, written as a fraction of the theoretical maximum amount of product (1.0 means a 100% yield; for example, 0.34 means a 34% yield). (1) The reactants are [C:1]([NH:8][C:9]1[CH:14]=[CH:13][C:12]([F:15])=[CH:11][CH:10]=1)([O:3][C:4]([CH3:7])([CH3:6])[CH3:5])=[O:2].[Li][C:17]([CH3:20])([CH3:19])[CH3:18].CCCCC.C(Br)C(=C)C. The catalyst is C1COCC1. The product is [C:4]([O:3][C:1](=[O:2])[NH:8][C:9]1[CH:14]=[CH:13][C:12]([F:15])=[CH:11][C:10]=1[CH2:19][C:17]([CH3:20])=[CH2:18])([CH3:7])([CH3:6])[CH3:5]. The yield is 0.800. (2) The reactants are [Br:1][C:2]1[CH:7]=[C:6]([Cl:8])[CH:5]=[C:4]([F:9])[C:3]=1[O:10][CH2:11][CH3:12].[N+:13]([O-])([OH:15])=[O:14]. The catalyst is OS(O)(=O)=O. The product is [Br:1][C:2]1[C:7]([N+:13]([O-:15])=[O:14])=[C:6]([Cl:8])[CH:5]=[C:4]([F:9])[C:3]=1[O:10][CH2:11][CH3:12]. The yield is 0.400. (3) The reactants are [Br:1][C:2]1[C:9]([O:10][CH3:11])=[CH:8][CH:7]=[C:6]([C:12](=O)[C:13]2[CH:18]=[CH:17][C:16]([F:19])=[CH:15][CH:14]=2)[C:3]=1[C:4]#[N:5].C([SiH](CC)CC)C. The catalyst is FC(F)(F)C(O)=O. The product is [Br:1][C:2]1[C:9]([O:10][CH3:11])=[CH:8][CH:7]=[C:6]([CH2:12][C:13]2[CH:14]=[CH:15][C:16]([F:19])=[CH:17][CH:18]=2)[C:3]=1[C:4]#[N:5]. The yield is 0.940. (4) The reactants are [C:1]([NH:4][CH:5]([CH2:9][SH:10])[C:6]([OH:8])=[O:7])(=[O:3])[CH3:2].[OH:11][C:12]1C2N=NNC=2C=CC=1.[CH2:33]1[CH2:34][CH2:35][CH:30]([N:29]=C=[N:29][CH:30]2[CH2:35][CH2:34][CH2:33][CH2:32][CH2:31]2)[CH2:31][CH2:32]1.CN(C)C=[O:39]. The catalyst is C(OCC)(=O)C. The product is [NH2:29][C:30]1[CH:31]=[CH:32][C:33]([O:7][C:6](=[O:8])[CH:5]([NH:4][C:1](=[O:3])[CH3:2])[CH2:9][SH:10])=[C:34]([CH:35]=1)[C:12]([OH:11])=[O:39]. The yield is 0.520. (5) The reactants are [CH3:1][O:2][C:3]1[CH:4]=[C:5]2[C:10](=[CH:11][C:12]=1[O:13][CH3:14])[N:9]=C(SC)C=C2OC1C=CC(NC(C2(C(NC3C=CC(F)=CC=3)=O)CC2)=O)=CC=1F.CS[C:43]([S:54][CH3:55])=[C:44]1[C:49](=[O:50])[O:48][C:47]([CH3:52])([CH3:51])[O:46][C:45]1=[O:53]. The catalyst is CCO. The product is [CH3:14][O:13][C:12]1[CH:11]=[C:10]([NH:9][C:43]([S:54][CH3:55])=[C:44]2[C:49](=[O:50])[O:48][C:47]([CH3:52])([CH3:51])[O:46][C:45]2=[O:53])[CH:5]=[CH:4][C:3]=1[O:2][CH3:1]. The yield is 0.830. (6) The reactants are FC(F)(F)C(O)=O.[CH:8]1([C@H:14]([NH:22][C:23]([C:25]2[CH:30]=[CH:29][C:28]([C:31]3[CH:36]=[CH:35][C:34]([N+:37]([O-:39])=[O:38])=[CH:33][CH:32]=3)=[CH:27][C:26]=2[NH:40][C:41]([NH:43][C:44]2[C:49]([CH3:50])=[CH:48][C:47]([CH3:51])=[CH:46][C:45]=2[CH3:52])=[O:42])=[O:24])[C:15]([O:17]C(C)(C)C)=[O:16])[CH2:13][CH2:12][CH2:11][CH2:10][CH2:9]1. The catalyst is ClCCl. The product is [CH:8]1([C@H:14]([NH:22][C:23]([C:25]2[CH:30]=[CH:29][C:28]([C:31]3[CH:36]=[CH:35][C:34]([N+:37]([O-:39])=[O:38])=[CH:33][CH:32]=3)=[CH:27][C:26]=2[NH:40][C:41]([NH:43][C:44]2[C:45]([CH3:52])=[CH:46][C:47]([CH3:51])=[CH:48][C:49]=2[CH3:50])=[O:42])=[O:24])[C:15]([OH:17])=[O:16])[CH2:9][CH2:10][CH2:11][CH2:12][CH2:13]1. The yield is 0.750.